Dataset: TCR-epitope binding with 47,182 pairs between 192 epitopes and 23,139 TCRs. Task: Binary Classification. Given a T-cell receptor sequence (or CDR3 region) and an epitope sequence, predict whether binding occurs between them. (1) The epitope is SLVKPSFYV. The TCR CDR3 sequence is CASSLEGQGAIAVNTGELFF. Result: 0 (the TCR does not bind to the epitope). (2) The epitope is SLVKPSFYV. The TCR CDR3 sequence is CASSTEDYYGYTF. Result: 1 (the TCR binds to the epitope). (3) The epitope is IVDTVSALV. The TCR CDR3 sequence is CASSQDGGLGTDTQYF. Result: 0 (the TCR does not bind to the epitope). (4) The epitope is SFHSLHLLF. The TCR CDR3 sequence is CASSLPGGAQGYTF. Result: 0 (the TCR does not bind to the epitope).